Task: Regression. Given two drug SMILES strings and cell line genomic features, predict the synergy score measuring deviation from expected non-interaction effect.. Dataset: NCI-60 drug combinations with 297,098 pairs across 59 cell lines (1) Drug 1: CN1CCC(CC1)COC2=C(C=C3C(=C2)N=CN=C3NC4=C(C=C(C=C4)Br)F)OC. Synergy scores: CSS=8.08, Synergy_ZIP=2.11, Synergy_Bliss=5.17, Synergy_Loewe=2.30, Synergy_HSA=2.49. Drug 2: CCCS(=O)(=O)NC1=C(C(=C(C=C1)F)C(=O)C2=CNC3=C2C=C(C=N3)C4=CC=C(C=C4)Cl)F. Cell line: NCI-H226. (2) Drug 1: C1CCC(CC1)NC(=O)N(CCCl)N=O. Drug 2: CC1C(C(CC(O1)OC2CC(CC3=C2C(=C4C(=C3O)C(=O)C5=C(C4=O)C(=CC=C5)OC)O)(C(=O)CO)O)N)O.Cl. Cell line: SF-268. Synergy scores: CSS=46.8, Synergy_ZIP=-5.35, Synergy_Bliss=-4.41, Synergy_Loewe=-0.696, Synergy_HSA=0.0546. (3) Drug 1: C1=NC2=C(N=C(N=C2N1C3C(C(C(O3)CO)O)F)Cl)N. Drug 2: C1=CN(C=N1)CC(O)(P(=O)(O)O)P(=O)(O)O. Cell line: KM12. Synergy scores: CSS=6.45, Synergy_ZIP=0.323, Synergy_Bliss=2.47, Synergy_Loewe=-3.05, Synergy_HSA=-1.12. (4) Drug 1: CNC(=O)C1=CC=CC=C1SC2=CC3=C(C=C2)C(=NN3)C=CC4=CC=CC=N4. Drug 2: CNC(=O)C1=NC=CC(=C1)OC2=CC=C(C=C2)NC(=O)NC3=CC(=C(C=C3)Cl)C(F)(F)F. Cell line: 786-0. Synergy scores: CSS=1.58, Synergy_ZIP=-7.42, Synergy_Bliss=-9.50, Synergy_Loewe=-14.1, Synergy_HSA=-10.1.